This data is from Full USPTO retrosynthesis dataset with 1.9M reactions from patents (1976-2016). The task is: Predict the reactants needed to synthesize the given product. (1) Given the product [ClH:38].[CH:1]1([C:4]([CH:6]2[CH:11]([CH3:12])[CH2:10][C@H:9]3[C@H:13]4[C:22]([CH:23]([C:25]5[CH:26]=[CH:27][C:28]([C:31]6[CH:32]=[N:33][CH:34]=[CH:35][CH:36]=6)=[CH:29][CH:30]=5)[CH2:24][C@:7]23[CH3:8])=[C:21]2[C:16](=[CH:17][C:18](=[O:37])[CH2:19][CH2:20]2)[CH2:15][CH2:14]4)=[O:5])[CH2:3][CH2:2]1, predict the reactants needed to synthesize it. The reactants are: [CH:1]1([C:4]([C@H:6]2[C@H:11]([CH3:12])[CH2:10][C@H:9]3[C@H:13]4[C:22]([C@@H:23]([C:25]5[CH:30]=[CH:29][C:28]([C:31]6[CH:32]=[N:33][CH:34]=[CH:35][CH:36]=6)=[CH:27][CH:26]=5)[CH2:24][C@:7]23[CH3:8])=[C:21]2[C:16](=[CH:17][C:18](=[O:37])[CH2:19][CH2:20]2)[CH2:15][CH2:14]4)=[O:5])[CH2:3][CH2:2]1.[ClH:38].O. (2) The reactants are: C(O[C:6](=O)[N:7]([CH2:9][CH2:10][N:11]1[C:15]2[CH:16]=[CH:17][C:18]([C:20](=[O:28])[NH:21][CH2:22][CH2:23][O:24][CH2:25][CH2:26][OH:27])=[CH:19][C:14]=2[N:13]=[C:12]1[NH:29][C:30]1[S:31][C:32]2[CH:38]=[C:37]([Cl:39])[CH:36]=[CH:35][C:33]=2[N:34]=1)C)(C)(C)C. Given the product [ClH:39].[ClH:39].[OH:27][CH2:26][CH2:25][O:24][CH2:23][CH2:22][NH:21][C:20]([C:18]1[CH:17]=[CH:16][C:15]2[N:11]([CH2:10][CH2:9][NH:7][CH3:6])[C:12]([NH:29][C:30]3[S:31][C:32]4[CH:38]=[C:37]([Cl:39])[CH:36]=[CH:35][C:33]=4[N:34]=3)=[N:13][C:14]=2[CH:19]=1)=[O:28], predict the reactants needed to synthesize it. (3) Given the product [CH2:8]([O:9][C:15](=[O:21])[NH:42][C:37]1[CH:38]=[CH:39][CH:40]=[CH:41][C:36]=1[NH:35][C:33]1[CH:32]=[CH:31][C:30]([C:43](=[O:44])[C:45]2[CH:50]=[CH:49][CH:48]=[CH:47][C:46]=2[CH3:51])=[C:29]([Cl:28])[CH:34]=1)[CH2:7][C:1]1[CH:6]=[CH:5][CH:4]=[CH:3][CH:2]=1, predict the reactants needed to synthesize it. The reactants are: [C:1]1([CH2:7][CH2:8][OH:9])[CH:6]=[CH:5][CH:4]=[CH:3][CH:2]=1.ClC(O[C:15](=[O:21])OC(Cl)(Cl)Cl)(Cl)Cl.N1C=CC=CC=1.[Cl:28][C:29]1[CH:34]=[C:33]([NH:35][C:36]2[CH:41]=[CH:40][CH:39]=[CH:38][C:37]=2[NH2:42])[CH:32]=[CH:31][C:30]=1[C:43]([C:45]1[CH:50]=[CH:49][CH:48]=[CH:47][C:46]=1[CH3:51])=[O:44].C(=O)([O-])[O-].[K+].[K+]. (4) Given the product [Cl:1][C:2]1[CH:3]=[C:4]([CH2:8][CH2:9][NH:10][C:12]2[CH:17]=[C:16]([C:18]3[CH:23]=[CH:22][CH:21]=[C:20]([CH3:24])[C:19]=3[CH3:25])[N:15]=[C:14]([NH2:26])[N:13]=2)[CH:5]=[CH:6][CH:7]=1, predict the reactants needed to synthesize it. The reactants are: [Cl:1][C:2]1[CH:3]=[C:4]([CH2:8][CH2:9][NH2:10])[CH:5]=[CH:6][CH:7]=1.Cl[C:12]1[CH:17]=[C:16]([C:18]2[CH:23]=[CH:22][CH:21]=[C:20]([CH3:24])[C:19]=2[CH3:25])[N:15]=[C:14]([NH2:26])[N:13]=1. (5) Given the product [CH:6]([CH:2]1[CH2:3][CH2:4][CH2:5][N:1]1[C:10]([O:12][C:13]([CH3:16])([CH3:15])[CH3:14])=[O:11])=[O:7], predict the reactants needed to synthesize it. The reactants are: [N:1]1([C:10]([O:12][C:13]([CH3:16])([CH3:15])[CH3:14])=[O:11])[CH2:5][CH2:4][CH2:3][CH:2]1[C:6](OC)=[O:7].CC(C[AlH]CC(C)C)C. (6) Given the product [NH2:8][C:12]([C:13]1[NH:14][C:15]([C:18]2[CH:19]=[CH:20][C:21]([CH2:24][CH2:25][CH2:26][CH2:27][CH2:28][CH2:29][CH2:30][CH3:31])=[CH:22][CH:23]=2)=[CH:16][N:17]=1)([CH3:32])[CH2:11][OH:10], predict the reactants needed to synthesize it. The reactants are: C(OC([N:8]1[C:12]([CH3:32])([C:13]2[NH:14][C:15]([C:18]3[CH:23]=[CH:22][C:21]([CH2:24][CH2:25][CH2:26][CH2:27][CH2:28][CH2:29][CH2:30][CH3:31])=[CH:20][CH:19]=3)=[CH:16][N:17]=2)[CH2:11][O:10]C1(C)C)=O)(C)(C)C.CC1C=CC(S(O)(=O)=O)=CC=1.O.